From a dataset of Reaction yield outcomes from USPTO patents with 853,638 reactions. Predict the reaction yield, written as a fraction of the theoretical maximum amount of product (1.0 means a 100% yield; for example, 0.34 means a 34% yield). (1) The reactants are [CH2:1]([OH:23])[C@H:2]1[O:7][C@@H:6]([O:8][C@H:9]2[C@H:14]([OH:15])[C@@H:13]([OH:16])[C@H:12]([OH:17])[O:11][C@@H:10]2[CH2:18][OH:19])[C@H:5]([OH:20])[C@@H:4]([OH:21])[C@@H:3]1[OH:22].[C:24](Cl)(=[O:31])[C:25]1[CH:30]=[CH:29][CH:28]=[CH:27][CH:26]=1.C(Cl)Cl. The catalyst is N1C=CC=CC=1.CN(C1C=CN=CC=1)C. The product is [C:24]([O:20][C@@H:5]1[C@@H:4]([O:21][C:24](=[O:31])[C:25]2[CH:30]=[CH:29][CH:28]=[CH:27][CH:26]=2)[C@H:3]([O:22][C:24](=[O:31])[C:25]2[CH:30]=[CH:29][CH:28]=[CH:27][CH:26]=2)[C@@H:2]([CH2:1][O:23][C:24](=[O:31])[C:25]2[CH:30]=[CH:29][CH:28]=[CH:27][CH:26]=2)[O:7][C@H:6]1[O:8][C@@H:9]1[C@@H:10]([CH2:18][O:19][C:24](=[O:31])[C:25]2[CH:30]=[CH:29][CH:28]=[CH:27][CH:26]=2)[O:11][CH:12]([O:17][C:24](=[O:31])[C:25]2[CH:30]=[CH:29][CH:28]=[CH:27][CH:26]=2)[C@H:13]([O:16][C:24](=[O:31])[C:25]2[CH:30]=[CH:29][CH:28]=[CH:27][CH:26]=2)[C@H:14]1[O:15][C:24](=[O:31])[C:25]1[CH:30]=[CH:29][CH:28]=[CH:27][CH:26]=1)(=[O:31])[C:25]1[CH:30]=[CH:29][CH:28]=[CH:27][CH:26]=1. The yield is 0.220. (2) The reactants are [F:1][C:2]1[C:11]2[CH:12]([CH2:14][N:15]3[CH2:19][CH2:18][C@H:17]([CH2:20][NH:21]C(=O)OC(C)(C)C)[CH2:16]3)[CH2:13][N:9]3[C:10]=2[C:5]([CH:6]=[CH:7][C:8]3=[O:29])=[CH:4][CH:3]=1.FC(F)(F)C(O)=O. The catalyst is ClCCl. The product is [NH2:21][CH2:20][C@H:17]1[CH2:18][CH2:19][N:15]([CH2:14][CH:12]2[C:11]3=[C:10]4[C:5](=[CH:4][CH:3]=[C:2]3[F:1])[CH:6]=[CH:7][C:8](=[O:29])[N:9]4[CH2:13]2)[CH2:16]1. The yield is 0.680. (3) The reactants are [Cl:1][S:2]([OH:5])(=O)=[O:3].[Br:6][C:7]1[S:8][CH:9]=[CH:10][CH:11]=1. The catalyst is C(Cl)Cl. The product is [Br:6][C:7]1[S:8][C:9]([S:2]([Cl:1])(=[O:5])=[O:3])=[CH:10][CH:11]=1. The yield is 0.750.